The task is: Predict the reactants needed to synthesize the given product.. This data is from Full USPTO retrosynthesis dataset with 1.9M reactions from patents (1976-2016). Given the product [Cl:28][C:17]1[CH:16]=[C:15]([NH:14][C:6]2[C:5]3[C:10](=[CH:11][C:2](/[CH:34]=[CH:35]/[CH2:36][CH2:37][OH:38])=[CH:3][CH:4]=3)[N:9]=[CH:8][C:7]=2[C:12]#[N:13])[CH:20]=[CH:19][C:18]=1[S:21][C:22]1[N:23]([CH3:27])[CH:24]=[CH:25][N:26]=1, predict the reactants needed to synthesize it. The reactants are: Br[C:2]1[CH:11]=[C:10]2[C:5]([C:6]([NH:14][C:15]3[CH:20]=[CH:19][C:18]([S:21][C:22]4[N:23]([CH3:27])[CH:24]=[CH:25][N:26]=4)=[C:17]([Cl:28])[CH:16]=3)=[C:7]([C:12]#[N:13])[CH:8]=[N:9]2)=[CH:4][CH:3]=1.C([Sn](CCCC)(CCCC)/[CH:34]=[CH:35]/[CH2:36][CH2:37][OH:38])CCC.